Predict the reaction yield, written as a fraction of the theoretical maximum amount of product (1.0 means a 100% yield; for example, 0.34 means a 34% yield). From a dataset of Reaction yield outcomes from USPTO patents with 853,638 reactions. (1) The reactants are [F:1][C:2]1[C:7]2[N:8]=[N:9][S:10][C:6]=2[CH:5]=[C:4](C(O)=O)[C:3]=1[NH:14][C:15]1[CH:20]=[CH:19][C:18]([Br:21])=[CH:17][C:16]=1[Cl:22].C1C=CC(P(N=[N+]=[N-])(C2C=CC=CC=2)=[O:30])=CC=1.C([N:42]([CH2:45]C)CC)C. The catalyst is CC(O)(C)C. The product is [F:1][C:2]1[C:7]2[N:8]=[N:9][S:10][C:6]=2[CH:5]=[C:4]2[NH:42][C:45](=[O:30])[N:14]([C:15]3[CH:20]=[CH:19][C:18]([Br:21])=[CH:17][C:16]=3[Cl:22])[C:3]=12. The yield is 0.907. (2) The reactants are C([NH:8][C:9]1[N:14]=[CH:13][C:12]([N:15]([CH3:35])[C:16](=[O:34])[C:17]([C:20]2[CH:25]=[C:24]([C:26]([F:29])([F:28])[F:27])[CH:23]=[C:22]([C:30]([F:33])([F:32])[F:31])[CH:21]=2)([CH3:19])[CH3:18])=[C:11]([C:36]2[CH:41]=[CH:40][CH:39]=[CH:38][C:37]=2[CH3:42])[CH:10]=1)C1C=CC=CC=1.Cl. The catalyst is C(O)C.CO.[Pd]. The product is [NH2:8][C:9]1[N:14]=[CH:13][C:12]([N:15]([CH3:35])[C:16](=[O:34])[C:17]([C:20]2[CH:21]=[C:22]([C:30]([F:31])([F:32])[F:33])[CH:23]=[C:24]([C:26]([F:29])([F:27])[F:28])[CH:25]=2)([CH3:19])[CH3:18])=[C:11]([C:36]2[CH:41]=[CH:40][CH:39]=[CH:38][C:37]=2[CH3:42])[CH:10]=1. The yield is 0.810. (3) The reactants are [Br:1][C:2]1[CH:3]=[C:4]([C:8]([OH:10])=O)[CH:5]=[N:6][CH:7]=1.C(Cl)(=O)C(Cl)=O.[NH2:17][C:18]1[N:48]=[C:21]2[CH:22]=[CH:23][C:24]([O:26][C:27]3[CH:28]=[C:29]([NH:34][C:35](=[O:47])[C:36]4[CH:41]=[CH:40][CH:39]=[C:38]([C:42]([C:45]#[N:46])([CH3:44])[CH3:43])[CH:37]=4)[CH:30]=[CH:31][C:32]=3[CH3:33])=[CH:25][N:20]2[N:19]=1.C(=O)([O-])[O-].[K+].[K+].C(=O)([O-])O.[Na+]. The catalyst is O1CCCC1.N1C=CC=CC=1.CO.O1CCCC1.O.CN(C)C=O. The product is [Br:1][C:2]1[CH:3]=[C:4]([C:8]([NH:17][C:18]2[N:48]=[C:21]3[CH:22]=[CH:23][C:24]([O:26][C:27]4[CH:28]=[C:29]([NH:34][C:35]([C:36]5[CH:41]=[CH:40][CH:39]=[C:38]([C:42]([C:45]#[N:46])([CH3:43])[CH3:44])[CH:37]=5)=[O:47])[CH:30]=[CH:31][C:32]=4[CH3:33])=[CH:25][N:20]3[N:19]=2)=[O:10])[CH:5]=[N:6][CH:7]=1. The yield is 0.860. (4) The reactants are [CH3:1][C:2]1[N:7]=[C:6]([SH:8])[N:5]=[C:4]([OH:9])[CH:3]=1.C(=O)([O-])[O-].[K+].[K+].Br[CH2:17][C:18]1[N:19]=[CH:20][S:21][CH:22]=1. The catalyst is CN(C=O)C. The product is [CH3:1][C:2]1[N:7]=[C:6]([S:8][CH2:17][C:18]2[N:19]=[CH:20][S:21][CH:22]=2)[N:5]=[C:4]([OH:9])[CH:3]=1. The yield is 0.320. (5) The reactants are [Cl:1][C:2]1[C:7]([OH:8])=[CH:6][CH:5]=[C:4]([CH2:9][OH:10])[N:3]=1.C([O-])(O)=O.[Na+].[I:16]I.OS([O-])(=O)=O.[Na+]. The catalyst is O. The product is [Cl:1][C:2]1[C:7]([OH:8])=[C:6]([I:16])[CH:5]=[C:4]([CH2:9][OH:10])[N:3]=1. The yield is 0.620.